This data is from Full USPTO retrosynthesis dataset with 1.9M reactions from patents (1976-2016). The task is: Predict the reactants needed to synthesize the given product. (1) Given the product [NH2:17][C:15]1[CH:14]=[C:11]([CH:10]=[C:9]([O:8][C:4]2[CH:5]=[N:6][CH:7]=[C:2]([Cl:1])[CH:3]=2)[CH:16]=1)[C:12]#[N:13], predict the reactants needed to synthesize it. The reactants are: [Cl:1][C:2]1[CH:3]=[C:4]([O:8][C:9]2[CH:10]=[C:11]([CH:14]=[C:15]([N+:17]([O-])=O)[CH:16]=2)[C:12]#[N:13])[CH:5]=[N:6][CH:7]=1.O.C([O-])([O-])=O.[Na+].[Na+]. (2) Given the product [N:8]1([C:4]2[CH:5]=[CH:6][CH:7]=[C:2]([C:14]#[C:13][Si:15]([CH3:18])([CH3:17])[CH3:16])[N:3]=2)[CH2:12][CH2:11][CH2:10][CH2:9]1, predict the reactants needed to synthesize it. The reactants are: Br[C:2]1[CH:7]=[CH:6][CH:5]=[C:4]([N:8]2[CH2:12][CH2:11][CH2:10][CH2:9]2)[N:3]=1.[C:13]([Si:15]([CH3:18])([CH3:17])[CH3:16])#[CH:14].C(N(CC)CC)C. (3) Given the product [CH:20]1([NH:26][C:27](=[O:28])[O:17][C:13]2[CH:12]=[C:11]3[C:16](=[CH:15][CH:14]=2)[N:8]([CH2:7][C:2]2[CH:3]=[CH:4][CH:5]=[CH:6][N:1]=2)[CH2:9][C:10]3([CH3:19])[CH3:18])[CH2:25][CH2:24][CH2:23][CH2:22][CH2:21]1, predict the reactants needed to synthesize it. The reactants are: [N:1]1[CH:6]=[CH:5][CH:4]=[CH:3][C:2]=1[CH2:7][N:8]1[C:16]2[C:11](=[CH:12][C:13]([OH:17])=[CH:14][CH:15]=2)[C:10]([CH3:19])([CH3:18])[CH2:9]1.[CH:20]1([N:26]=[C:27]=[O:28])[CH2:25][CH2:24][CH2:23][CH2:22][CH2:21]1. (4) Given the product [CH3:10][O:11][C:12]([C:14]1[C:19]([CH3:20])=[CH:18][C:17]([C:21]2[CH:26]=[CH:25][CH:24]=[C:23]([C:27]([F:30])([F:28])[F:29])[CH:22]=2)=[CH:16][C:15]=1[O:31][S:34]([C:33]([F:46])([F:45])[F:32])(=[O:36])=[O:35])=[O:13], predict the reactants needed to synthesize it. The reactants are: C(N(C(C)C)C(C)C)C.[CH3:10][O:11][C:12]([C:14]1[C:19]([CH3:20])=[CH:18][C:17]([C:21]2[CH:26]=[CH:25][CH:24]=[C:23]([C:27]([F:30])([F:29])[F:28])[CH:22]=2)=[CH:16][C:15]=1[OH:31])=[O:13].[F:32][C:33]([F:46])([F:45])[S:34](O[S:34]([C:33]([F:46])([F:45])[F:32])(=[O:36])=[O:35])(=[O:36])=[O:35]. (5) Given the product [Br:1][C:2]1[CH:7]=[CH:6][C:5]([S:8]([N:16]2[CH2:17][CH2:18][C:14]([CH3:13])([OH:19])[CH2:15]2)(=[O:10])=[O:9])=[CH:4][CH:3]=1, predict the reactants needed to synthesize it. The reactants are: [Br:1][C:2]1[CH:7]=[CH:6][C:5]([S:8](Cl)(=[O:10])=[O:9])=[CH:4][CH:3]=1.Cl.[CH3:13][C:14]1([OH:19])[CH2:18][CH2:17][NH:16][CH2:15]1.CCN(C(C)C)C(C)C. (6) Given the product [CH3:1][O:2][C:3]1[C:8]([C:9]([O:11][CH3:12])=[O:10])=[C:7]([CH:6]=[CH:5][CH:4]=1)[O:13][C:15]1[CH:20]=[CH:19][CH:18]=[CH:17][C:16]=1[N+:21]([O-:23])=[O:22].[CH3:24][O:25][C:26]1[C:27]([C:40]([O:42][CH3:43])=[O:41])=[C:28]([CH:37]=[CH:38][CH:39]=1)[O:29][C:30]1[CH:36]=[CH:35][CH:34]=[CH:33][C:31]=1[NH:32][C:7]([NH:44][C:45]1[S:46][CH:47]=[CH:48][N:49]=1)=[O:13], predict the reactants needed to synthesize it. The reactants are: [CH3:1][O:2][C:3]1[CH:4]=[CH:5][CH:6]=[C:7]([OH:13])[C:8]=1[C:9]([O:11][CH3:12])=[O:10].F[C:15]1[CH:20]=[CH:19][CH:18]=[CH:17][C:16]=1[N+:21]([O-:23])=[O:22].[CH3:24][O:25][C:26]1[C:27]([C:40]([O:42][CH3:43])=[O:41])=[C:28]([CH:37]=[CH:38][CH:39]=1)[O:29][C:30]1[CH:36]=[CH:35][CH:34]=[CH:33][C:31]=1[NH2:32].[NH2:44][C:45]1[S:46][CH:47]=[CH:48][N:49]=1.